Task: Predict the reaction yield, written as a fraction of the theoretical maximum amount of product (1.0 means a 100% yield; for example, 0.34 means a 34% yield).. Dataset: Reaction yield outcomes from USPTO patents with 853,638 reactions The reactants are [Br:1][C:2]1[CH:7]=[CH:6][C:5]2[C:8]3([CH2:31][O:32][C:4]=2[CH:3]=1)[C:16]1[C:11](=[CH:12][CH:13]=[CH:14][CH:15]=1)[N:10](C(C1C=CC=CC=1)C1C=CC=CC=1)[C:9]3=[O:30].C([SiH](CC)CC)C.FC(F)(F)C(O)=O. No catalyst specified. The product is [Br:1][C:2]1[CH:7]=[CH:6][C:5]2[C:8]3([CH2:31][O:32][C:4]=2[CH:3]=1)[C:16]1[C:11](=[CH:12][CH:13]=[CH:14][CH:15]=1)[NH:10][C:9]3=[O:30]. The yield is 0.890.